The task is: Predict the product of the given reaction.. This data is from Forward reaction prediction with 1.9M reactions from USPTO patents (1976-2016). (1) Given the reactants C(=S)(OC1C=CC=CC=1)O[C@@H:3]1[C@@H:7]2[O:8][Si:9]([CH:23]([CH3:25])[CH3:24])([CH:20]([CH3:22])[CH3:21])[O:10][Si:11]([CH:17]([CH3:19])[CH3:18])([CH:14]([CH3:16])[CH3:15])[O:12][CH2:13][C@H:6]2[CH2:5][C@H:4]1[N:26]1[CH:34]=[N:33][C:32]2[C:27]1=[N:28][CH:29]=[N:30][C:31]=2[Cl:35].C([SnH](CCCC)CCCC)CCC.N(C(C)(C)C#N)=NC(C)(C)C#N, predict the reaction product. The product is: [Cl:35][C:31]1[N:30]=[CH:29][N:28]=[C:27]2[C:32]=1[N:33]=[CH:34][N:26]2[C@H:4]1[CH2:3][C@@H:7]2[O:8][Si:9]([CH:20]([CH3:22])[CH3:21])([CH:23]([CH3:25])[CH3:24])[O:10][Si:11]([CH:17]([CH3:18])[CH3:19])([CH:14]([CH3:15])[CH3:16])[O:12][CH2:13][C@H:6]2[CH2:5]1. (2) The product is: [OH:35][C@@H:30]1[CH2:31][N:32]([CH2:6][CH2:5][C@H:4]([N:8]2[C:14](=[O:15])[CH2:13][CH2:12][N:11]([C:16]3[CH:21]=[CH:20][CH:19]=[C:18]([C:22]([F:25])([F:23])[F:24])[CH:17]=3)[CH2:10][CH2:9]2)[CH2:3][O:2][CH3:1])[CH2:33][CH2:34][C:29]21[CH2:28][CH2:27]2. Given the reactants [CH3:1][O:2][CH2:3][C@@H:4]([N:8]1[C:14](=[O:15])[CH2:13][CH2:12][N:11]([C:16]2[CH:21]=[CH:20][CH:19]=[C:18]([C:22]([F:25])([F:24])[F:23])[CH:17]=2)[CH2:10][CH2:9]1)[CH2:5][CH:6]=O.Cl.[CH2:27]1[C:29]2([CH2:34][CH2:33][NH:32][CH2:31][C@H:30]2[OH:35])[CH2:28]1, predict the reaction product.